This data is from NCI-60 drug combinations with 297,098 pairs across 59 cell lines. The task is: Regression. Given two drug SMILES strings and cell line genomic features, predict the synergy score measuring deviation from expected non-interaction effect. Cell line: 786-0. Drug 2: CC1=C(N=C(N=C1N)C(CC(=O)N)NCC(C(=O)N)N)C(=O)NC(C(C2=CN=CN2)OC3C(C(C(C(O3)CO)O)O)OC4C(C(C(C(O4)CO)O)OC(=O)N)O)C(=O)NC(C)C(C(C)C(=O)NC(C(C)O)C(=O)NCCC5=NC(=CS5)C6=NC(=CS6)C(=O)NCCC[S+](C)C)O. Drug 1: CC1C(C(CC(O1)OC2CC(CC3=C2C(=C4C(=C3O)C(=O)C5=C(C4=O)C(=CC=C5)OC)O)(C(=O)C)O)N)O.Cl. Synergy scores: CSS=36.4, Synergy_ZIP=2.73, Synergy_Bliss=3.57, Synergy_Loewe=1.53, Synergy_HSA=5.60.